Dataset: Reaction yield outcomes from USPTO patents with 853,638 reactions. Task: Predict the reaction yield, written as a fraction of the theoretical maximum amount of product (1.0 means a 100% yield; for example, 0.34 means a 34% yield). (1) The product is [CH2:8]([NH:9][C:10]1[CH:32]=[N:31][C:13]2[NH:14][C:15]3[CH:20]=[N:19][C:18]([C:21]#[N:22])=[CH:17][C:16]=3[C:12]=2[CH:11]=1)[CH3:7]. The yield is 0.260. The reactants are C(C([CH2:7][CH2:8][NH:9][C:10]1[CH:32]=[N:31][C:13]2[N:14](COCC[Si](C)(C)C)[C:15]3[CH:20]=[N:19][C:18]([C:21]#[N:22])=[CH:17][C:16]=3[C:12]=2[CH:11]=1)=O)(C)(C)C.Br.[OH-].[Na+].Cl. The catalyst is O1CCOCC1. (2) The catalyst is Cl[Pd](Cl)([P](C1C=CC=CC=1)(C1C=CC=CC=1)C1C=CC=CC=1)[P](C1C=CC=CC=1)(C1C=CC=CC=1)C1C=CC=CC=1.C(O)C.C(COC)OC. The yield is 0.160. The product is [F:1][C:2]1[CH:3]=[C:4]([CH:14]([NH:16][C:17]([C:19]2[N:20]=[C:21]([C:31]3[CH:30]=[CH:29][CH:28]=[C:27]([N:26]([CH3:36])[CH3:25])[CH:32]=3)[O:22][CH:23]=2)=[O:18])[CH3:15])[CH:5]=[C:6]([F:13])[C:7]=1[NH:8][S:9]([CH3:12])(=[O:11])=[O:10]. The reactants are [F:1][C:2]1[CH:3]=[C:4]([CH:14]([NH:16][C:17]([C:19]2[N:20]=[C:21](Cl)[O:22][CH:23]=2)=[O:18])[CH3:15])[CH:5]=[C:6]([F:13])[C:7]=1[NH:8][S:9]([CH3:12])(=[O:11])=[O:10].[CH3:25][N:26]([CH3:36])[C:27]1[CH:28]=[C:29](B(O)O)[CH:30]=[CH:31][CH:32]=1.C([O-])([O-])=O.[Cs+].[Cs+].Cl. (3) The reactants are ON1C2N=CC=CC=2N=N1.[C:11]1([S:17](Cl)(=[O:19])=[O:18])[CH:16]=[CH:15][CH:14]=[CH:13][CH:12]=1.[NH2:21][C:22]1[CH:23]=[C:24]([C:28]2[N:29]=[C:30]([NH:55][CH2:56][CH3:57])[S:31][C:32]=2[C:33]2[CH:38]=[CH:37][N:36]=[C:35]([NH:39][C:40]3[CH:45]=[CH:44][C:43]([O:46][CH2:47][CH2:48][N:49]4[CH2:53][CH2:52][CH2:51][CH2:50]4)=[C:42]([F:54])[CH:41]=3)[N:34]=2)[CH:25]=[CH:26][CH:27]=1. The catalyst is C1COCC1. The product is [CH2:56]([NH:55][C:30]1[S:31][C:32]([C:33]2[CH:38]=[CH:37][N:36]=[C:35]([NH:39][C:40]3[CH:45]=[CH:44][C:43]([O:46][CH2:47][CH2:48][N:49]4[CH2:53][CH2:52][CH2:51][CH2:50]4)=[C:42]([F:54])[CH:41]=3)[N:34]=2)=[C:28]([C:24]2[CH:23]=[C:22]([NH:21][S:17]([C:11]3[CH:16]=[CH:15][CH:14]=[CH:13][CH:12]=3)(=[O:19])=[O:18])[CH:27]=[CH:26][CH:25]=2)[N:29]=1)[CH3:57]. The yield is 0.430. (4) The reactants are [CH3:1][O:2][CH2:3][CH2:4][C:5]1[CH:10]=[CH:9][CH:8]=[CH:7][CH:6]=1.C1C(=O)N([Br:18])C(=O)C1.CC(N=NC(C#N)(C)C)(C#N)C. The catalyst is C(Cl)(Cl)(Cl)Cl.C(=O)(O)[O-].[Na+]. The product is [CH3:1][O:2][CH2:3][CH:4]([Br:18])[C:5]1[CH:10]=[CH:9][CH:8]=[CH:7][CH:6]=1. The yield is 0.840. (5) The reactants are [C:1]([O:5][C:6]([N:8]1[CH2:15][CH2:14][CH:13]2[CH:10]([N:11](CC3C=CC=CC=3)[CH2:12]2)[CH2:9]1)=[O:7])([CH3:4])([CH3:3])[CH3:2]. The catalyst is CCO.[OH-].[OH-].[Pd+2]. The product is [C:1]([O:5][C:6]([N:8]1[CH2:15][CH2:14][CH:13]2[CH:10]([NH:11][CH2:12]2)[CH2:9]1)=[O:7])([CH3:4])([CH3:2])[CH3:3]. The yield is 0.940.